Task: Predict the reaction yield, written as a fraction of the theoretical maximum amount of product (1.0 means a 100% yield; for example, 0.34 means a 34% yield).. Dataset: Reaction yield outcomes from USPTO patents with 853,638 reactions (1) The reactants are [OH-].[K+].[Cl:3][C:4]1[CH:5]=[C:6]([C:13]([CH3:20])([CH3:19])[C:14]([O:16]CC)=[O:15])[CH:7]=[CH:8][C:9]=1[N+:10]([O-:12])=[O:11]. The catalyst is CO. The product is [Cl:3][C:4]1[CH:5]=[C:6]([C:13]([CH3:20])([CH3:19])[C:14]([OH:16])=[O:15])[CH:7]=[CH:8][C:9]=1[N+:10]([O-:12])=[O:11]. The yield is 0.950. (2) The reactants are [C:1]([Si:5]([CH3:18])([CH3:17])[O:6][C:7]1[CH:16]=[CH:15][C:10]2[C:11](=[O:14])[CH2:12][O:13][C:9]=2[CH:8]=1)([CH3:4])([CH3:3])[CH3:2].CCN(C(C)C)C(C)C.[S:28](O[S:28]([C:31]([F:34])([F:33])[F:32])(=[O:30])=[O:29])([C:31]([F:34])([F:33])[F:32])(=[O:30])=[O:29]. The catalyst is C(Cl)Cl. The product is [C:1]([Si:5]([CH3:18])([CH3:17])[O:6][C:7]1[CH:16]=[CH:15][C:10]2[C:11]([O:14][S:28]([C:31]([F:34])([F:33])[F:32])(=[O:30])=[O:29])=[CH:12][O:13][C:9]=2[CH:8]=1)([CH3:4])([CH3:3])[CH3:2]. The yield is 0.770.